Dataset: Forward reaction prediction with 1.9M reactions from USPTO patents (1976-2016). Task: Predict the product of the given reaction. (1) Given the reactants C[O:2][C:3]1[CH:4]=[CH:5][C:6]([C:13](=[O:15])[CH3:14])=[C:7]2[C:12]=1[CH2:11][CH2:10][CH2:9][CH2:8]2.[Al+3].[Cl-].[Cl-].[Cl-], predict the reaction product. The product is: [OH:2][C:3]1[CH:4]=[CH:5][C:6]([C:13](=[O:15])[CH3:14])=[C:7]2[C:12]=1[CH2:11][CH2:10][CH2:9][CH2:8]2. (2) Given the reactants CS(C)=O.FC(F)(F)C(OC(=O)C(F)(F)F)=O.[OH:18][C@H:19]1[CH:24]2[CH:22]([C@@H:23]2[C:25]([O:27][CH2:28][CH3:29])=[O:26])[S:21][CH2:20]1.C(N(CC)CC)C, predict the reaction product. The product is: [O:18]=[C:19]1[CH:24]2[CH:22]([C@@H:23]2[C:25]([O:27][CH2:28][CH3:29])=[O:26])[S:21][CH2:20]1. (3) Given the reactants [F:1][C:2]1[CH:3]=[C:4]([C:8]2[CH:9]=[CH:10][C:11](/[CH:14]=[CH:15]/[CH:16]=[O:17])=[N:12][CH:13]=2)[CH:5]=[CH:6][CH:7]=1.[CH3:18][CH:19]1[CH2:24][C:23](=O)[CH2:22][C:21](=[O:26])[CH2:20]1.[NH2:27][C:28]1[NH:32][N:31]=[CH:30][CH:29]=1.C1C([NH:36]C(C)=O)C1, predict the reaction product. The product is: [F:1][C:2]1[CH:3]=[C:4]([C:8]2[CH:9]=[CH:10][C:11](/[CH:14]=[CH:15]/[CH:16]3[C:22]4[C:21](=[O:26])[CH2:20][CH:19]([CH3:18])[CH2:24][C:23]=4[NH:27][C:28]4[NH:32][N:31]=[CH:30][C:29]3=4)=[N:12][CH:13]=2)[CH:5]=[CH:6][CH:7]=1.[CH2:11]1[CH:14]([CH2:15][C:16]([NH2:36])=[O:17])[CH2:10]1. (4) Given the reactants [OH-:1].[K+].F[C:4]1[C:5](=[O:30])[N:6]([CH2:17][CH2:18][C@@:19]([CH3:29])([S:25]([CH3:28])(=[O:27])=[O:26])[C:20](OCC)=[O:21])[CH:7]=[C:8]([F:16])[C:9]=1[C:10]1[CH:15]=[CH:14][CH:13]=[CH:12][CH:11]=1.[O:31]1[CH2:35]CCC1.CO.O, predict the reaction product. The product is: [F:16][C:8]1[C:9]([C:10]2[CH:15]=[CH:14][CH:13]=[CH:12][CH:11]=2)=[C:4]([O:31][CH3:35])[C:5](=[O:30])[N:6]([CH2:17][CH2:18][C@@:19]([CH3:29])([S:25]([CH3:28])(=[O:27])=[O:26])[C:20]([OH:1])=[O:21])[CH:7]=1. (5) Given the reactants [OH:1][C:2]1[CH:3]=[C:4]([CH:7]=[CH:8][CH:9]=1)[CH:5]=[O:6].[CH:10]1(O)[CH2:15][CH2:14][CH2:13][CH2:12][CH2:11]1.C1(P(C2C=CC=CC=2)C2C=CC=CC=2)C=CC=CC=1.N(C(OCC)=O)=NC(OCC)=O, predict the reaction product. The product is: [CH:10]1([O:1][C:2]2[CH:3]=[C:4]([CH:7]=[CH:8][CH:9]=2)[CH:5]=[O:6])[CH2:15][CH2:14][CH2:13][CH2:12][CH2:11]1. (6) Given the reactants [CH2:1]([NH:5][C:6](=[O:21])[C:7]([NH:9][C:10]1[CH:15]=[CH:14][C:13]([O:16][CH3:17])=[CH:12][C:11]=1[N+:18]([O-])=O)=[O:8])[CH2:2][CH2:3][CH3:4], predict the reaction product. The product is: [NH2:18][C:11]1[CH:12]=[C:13]([O:16][CH3:17])[CH:14]=[CH:15][C:10]=1[NH:9][C:7](=[O:8])[C:6]([NH:5][CH2:1][CH2:2][CH2:3][CH3:4])=[O:21]. (7) Given the reactants [Br:1][C:2]1[C:7]([F:8])=[CH:6][CH:5]=[CH:4][C:3]=1[C:9]1[O:10][C:11]2[C:16]([C:17](=[O:19])[CH:18]=1)=[C:15]([O:20]C)[CH:14]=[C:13]([O:22]C)[C:12]=2[C@@H:24]1[CH2:28][CH2:27][N:26]([CH3:29])[C@H:25]1[CH2:30][OH:31].Cl.N1C=CC=CC=1, predict the reaction product. The product is: [Br:1][C:2]1[C:7]([F:8])=[CH:6][CH:5]=[CH:4][C:3]=1[C:9]1[O:10][C:11]2[C:16]([C:17](=[O:19])[CH:18]=1)=[C:15]([OH:20])[CH:14]=[C:13]([OH:22])[C:12]=2[C@@H:24]1[CH2:28][CH2:27][N:26]([CH3:29])[C@H:25]1[CH2:30][OH:31].